From a dataset of Full USPTO retrosynthesis dataset with 1.9M reactions from patents (1976-2016). Predict the reactants needed to synthesize the given product. Given the product [CH3:1][O:2][C:3]1[CH:8]=[CH:7][C:6]([NH:9][S:27]([C:24]2[S:23][C:22]3[CH:31]=[CH:32][C:19]([Cl:18])=[CH:20][C:21]=3[C:25]=2[CH3:26])(=[O:29])=[O:28])=[C:5]([CH3:10])[C:4]=1[N:11]1[CH2:12][CH2:13][N:14]([CH3:17])[CH2:15][CH2:16]1, predict the reactants needed to synthesize it. The reactants are: [CH3:1][O:2][C:3]1[CH:8]=[CH:7][C:6]([NH2:9])=[C:5]([CH3:10])[C:4]=1[N:11]1[CH2:16][CH2:15][N:14]([CH3:17])[CH2:13][CH2:12]1.[Cl:18][C:19]1[CH:32]=[CH:31][C:22]2[S:23][C:24]([S:27](Cl)(=[O:29])=[O:28])=[C:25]([CH3:26])[C:21]=2[CH:20]=1.